Dataset: Reaction yield outcomes from USPTO patents with 853,638 reactions. Task: Predict the reaction yield, written as a fraction of the theoretical maximum amount of product (1.0 means a 100% yield; for example, 0.34 means a 34% yield). (1) The yield is 0.360. The reactants are [CH2:1]([O:8][C:9]1[CH:14]=[CH:13][C:12]([C:15]2[N:20]=[CH:19][N:18]=[C:17]([NH:21][C@H:22]([C:36]([O-:38])=[O:37])[CH2:23][C:24]3[CH:29]=[CH:28][CH:27]=[C:26]([O:30][CH2:31][CH2:32][N:33]([CH3:35])[CH3:34])[CH:25]=3)[CH:16]=2)=[CH:11][CH:10]=1)[C:2]1[CH:7]=[CH:6][CH:5]=[CH:4][CH:3]=1.[Li+].[OH-].Cl. The catalyst is C1COCC1. The product is [CH2:1]([O:8][C:9]1[CH:10]=[CH:11][C:12]([C:15]2[N:20]=[CH:19][N:18]=[C:17]([NH:21][C@H:22]([C:36]([OH:38])=[O:37])[CH2:23][C:24]3[CH:29]=[CH:28][CH:27]=[C:26]([O:30][CH2:31][CH2:32][N:33]([CH3:35])[CH3:34])[CH:25]=3)[CH:16]=2)=[CH:13][CH:14]=1)[C:2]1[CH:3]=[CH:4][CH:5]=[CH:6][CH:7]=1. (2) The reactants are C1C([N+]([O-])=O)=CC=C(OC(Cl)=O)C=1.CCN(CC)CC.[NH2:21][CH2:22][CH2:23][NH:24][C:25](=O)[O:26]C(C)(C)C.[CH2:32]([C:34]1[CH:35]=[C:36]([C:40]2[C:45]([F:46])=[CH:44][CH:43]=[CH:42][C:41]=2[C:47]([OH:62])([C@@H:56]2[CH2:61][CH2:60][CH2:59][NH:58][CH2:57]2)[CH2:48][CH2:49][CH2:50][NH:51][C:52](=[O:55])[O:53][CH3:54])[CH:37]=[CH:38][CH:39]=1)[CH3:33]. The catalyst is C(Cl)Cl.O. The product is [NH2:21][CH2:22][CH2:23][NH:24][C:25]([N:58]1[CH2:59][CH2:60][CH2:61][C@@H:56]([C:47]([C:41]2[CH:42]=[CH:43][CH:44]=[C:45]([F:46])[C:40]=2[C:36]2[CH:37]=[CH:38][CH:39]=[C:34]([CH2:32][CH3:33])[CH:35]=2)([OH:62])[CH2:48][CH2:49][CH2:50][NH:51][C:52](=[O:55])[O:53][CH3:54])[CH2:57]1)=[O:26]. The yield is 0.270. (3) The reactants are [CH2:1]([S:3]([N:6]1[CH2:11][CH2:10][CH:9]([C:12]2[C:20]3[C:15](=[C:16]([C:29]([NH2:31])=[O:30])[CH:17]=[C:18]([C:21]4[CH:26]=[CH:25][C:24]([CH2:27][OH:28])=[CH:23][CH:22]=4)[CH:19]=3)[NH:14][CH:13]=2)[CH2:8][CH2:7]1)(=[O:5])=[O:4])[CH3:2]. The catalyst is C1COCC1.O=[Mn]=O. The product is [CH2:1]([S:3]([N:6]1[CH2:11][CH2:10][CH:9]([C:12]2[C:20]3[C:15](=[C:16]([C:29]([NH2:31])=[O:30])[CH:17]=[C:18]([C:21]4[CH:22]=[CH:23][C:24]([CH:27]=[O:28])=[CH:25][CH:26]=4)[CH:19]=3)[NH:14][CH:13]=2)[CH2:8][CH2:7]1)(=[O:5])=[O:4])[CH3:2]. The yield is 0.580.